From a dataset of Reaction yield outcomes from USPTO patents with 853,638 reactions. Predict the reaction yield, written as a fraction of the theoretical maximum amount of product (1.0 means a 100% yield; for example, 0.34 means a 34% yield). The catalyst is CN(C=O)C.C(OCC)(=O)C. The reactants are [Cl:1][C:2]1[CH:3]=[CH:4][C:5]([NH:11][C:12](=[O:15])[CH2:13]Cl)=[C:6]([CH:10]=1)[C:7]([OH:9])=[O:8].[CH:16]([NH2:29])([C:23]1[CH:28]=[CH:27][CH:26]=[CH:25][CH:24]=1)[C:17]1[CH:22]=[CH:21][CH:20]=[CH:19][CH:18]=1.[I-].[Na+]. The yield is 0.490. The product is [Cl:1][C:2]1[CH:3]=[CH:4][C:5]([NH:11][C:12](=[O:15])[CH2:13][NH:29][CH:16]([C:17]2[CH:22]=[CH:21][CH:20]=[CH:19][CH:18]=2)[C:23]2[CH:28]=[CH:27][CH:26]=[CH:25][CH:24]=2)=[C:6]([CH:10]=1)[C:7]([OH:9])=[O:8].